From a dataset of Reaction yield outcomes from USPTO patents with 853,638 reactions. Predict the reaction yield, written as a fraction of the theoretical maximum amount of product (1.0 means a 100% yield; for example, 0.34 means a 34% yield). (1) The product is [CH3:1][O:2][C:3](=[O:14])[C:4]1[CH:9]=[CH:8][C:7]([CH2:10][Br:22])=[CH:6][C:5]=1[N+:11]([O-:13])=[O:12]. The catalyst is C(#N)C. The yield is 0.430. The reactants are [CH3:1][O:2][C:3](=[O:14])[C:4]1[CH:9]=[CH:8][C:7]([CH3:10])=[CH:6][C:5]=1[N+:11]([O-:13])=[O:12].C1C(=O)N([Br:22])C(=O)C1.COC(C)(C)C. (2) The reactants are Br[C:2]1[N:3]=[C:4]([C:9]2[N:13]=[C:12]([C:14]3[CH:19]=[CH:18][CH:17]=[CH:16][CH:15]=3)[O:11][N:10]=2)[C:5]([NH2:8])=[N:6][CH:7]=1.[C:20]([O-:23])([O-])=[O:21].[Na+].[Na+].O. The catalyst is CC#N.C1C=CC([P]([Pd]([P](C2C=CC=CC=2)(C2C=CC=CC=2)C2C=CC=CC=2)([P](C2C=CC=CC=2)(C2C=CC=CC=2)C2C=CC=CC=2)[P](C2C=CC=CC=2)(C2C=CC=CC=2)C2C=CC=CC=2)(C2C=CC=CC=2)C2C=CC=CC=2)=CC=1. The product is [NH2:8][C:5]1[N:6]=[CH:7][C:2]([C:14]2[CH:19]=[CH:18][C:17]([C:20]([OH:23])=[O:21])=[CH:16][CH:15]=2)=[N:3][C:4]=1[C:9]1[N:13]=[C:12]([C:14]2[CH:19]=[CH:18][CH:17]=[CH:16][CH:15]=2)[O:11][N:10]=1. The yield is 0.760. (3) The reactants are CO[C:3]([C:5]1[N:6]=[CH:7][C:8]2[N:9]([CH:20]=[N:21][CH:22]=2)[C:10]=1[NH:11][C:12]1[CH:17]=[CH:16][C:15]([I:18])=[CH:14][C:13]=1[F:19])=[O:4].Cl.[CH2:24]([O:26][NH2:27])[CH3:25].C[Si](C)(C)[N-][Si](C)(C)C.[Li+]. The catalyst is C1COCC1. The product is [CH2:24]([O:26][NH:27][C:3]([C:5]1[N:6]=[CH:7][C:8]2[N:9]([CH:20]=[N:21][CH:22]=2)[C:10]=1[NH:11][C:12]1[CH:17]=[CH:16][C:15]([I:18])=[CH:14][C:13]=1[F:19])=[O:4])[CH3:25]. The yield is 0.191. (4) The reactants are [Cl:1][C:2]1[CH:7]=[C:6]([NH:8][C:9]2[N:14]=[C:13]([C:15]3[CH:20]=[CH:19][N:18]=[C:17](Cl)[CH:16]=3)[CH:12]=[CH:11][N:10]=2)[CH:5]=[CH:4][N:3]=1.[CH3:22][O:23][CH2:24][CH:25]([NH2:28])[CH2:26][CH3:27].ClCCl. The catalyst is CN1CCCC1=O. The product is [Cl:1][C:2]1[CH:7]=[C:6]([NH:8][C:9]2[N:14]=[C:13]([C:15]3[CH:20]=[CH:19][N:18]=[C:17]([NH:28][CH:25]([CH2:24][O:23][CH3:22])[CH2:26][CH3:27])[CH:16]=3)[CH:12]=[CH:11][N:10]=2)[CH:5]=[CH:4][N:3]=1. The yield is 0.190.